From a dataset of Forward reaction prediction with 1.9M reactions from USPTO patents (1976-2016). Predict the product of the given reaction. (1) Given the reactants [OH:1][CH2:2][CH2:3][C:4]1[CH:9]=[CH:8][C:7]([OH:10])=[CH:6][CH:5]=1.Cl[C:12]1[CH:17]=[CH:16][C:15]([C:18]([F:21])([F:20])[F:19])=[CH:14][N:13]=1, predict the reaction product. The product is: [F:19][C:18]([F:21])([F:20])[C:15]1[CH:16]=[CH:17][C:12]([O:10][C:7]2[CH:8]=[CH:9][C:4]([CH2:3][CH2:2][OH:1])=[CH:5][CH:6]=2)=[N:13][CH:14]=1. (2) Given the reactants [CH3:1][C:2]1[O:3][C:4]2[C:10]([C:11]3[O:15][C:14]([C:16]4[N:20]([C:21]5[CH:22]=[C:23]([CH:38]=[CH:39][CH:40]=5)[CH2:24][NH:25][C:26](=[O:37])[C@@H:27]([NH:29]C(=O)OC(C)(C)C)[CH3:28])[N:19]=[C:18]([C:41]([F:44])([F:43])[F:42])[CH:17]=4)=[N:13][N:12]=3)=[CH:9][CH:8]=[CH:7][C:5]=2[N:6]=1.FC(F)(F)C(O)=O, predict the reaction product. The product is: [CH3:1][C:2]1[O:3][C:4]2[C:10]([C:11]3[O:15][C:14]([C:16]4[N:20]([C:21]5[CH:22]=[C:23]([CH:38]=[CH:39][CH:40]=5)[CH2:24][NH:25][C:26](=[O:37])[C@@H:27]([NH2:29])[CH3:28])[N:19]=[C:18]([C:41]([F:43])([F:44])[F:42])[CH:17]=4)=[N:13][N:12]=3)=[CH:9][CH:8]=[CH:7][C:5]=2[N:6]=1.